From a dataset of Catalyst prediction with 721,799 reactions and 888 catalyst types from USPTO. Predict which catalyst facilitates the given reaction. (1) Product: [F:1][C:2]([F:47])([F:46])[C:3]1[CH:4]=[C:5]([CH:39]=[C:40]([C:42]([F:45])([F:44])[F:43])[CH:41]=1)[CH2:6][N:7]([CH2:14][C:15]1[C:16]([CH2:25][CH2:26][NH:27][CH2:28][C@H:29]2[CH2:34][CH2:33][C@H:32]([CH2:49][C:48]([NH2:55])=[O:52])[CH2:31][CH2:30]2)=[N:17][CH:18]=[C:19]([C:21]([F:24])([F:23])[F:22])[CH:20]=1)[C:8]1[N:9]=[N:10][N:11]([CH3:13])[N:12]=1. The catalyst class is: 4. Reactant: [F:1][C:2]([F:47])([F:46])[C:3]1[CH:4]=[C:5]([CH:39]=[C:40]([C:42]([F:45])([F:44])[F:43])[CH:41]=1)[CH2:6][N:7]([CH2:14][C:15]1[C:16]([CH2:25][CH2:26][NH:27][CH2:28][C@H:29]2[CH2:34][CH2:33][C@H:32](CC(O)=O)[CH2:31][CH2:30]2)=[N:17][CH:18]=[C:19]([C:21]([F:24])([F:23])[F:22])[CH:20]=1)[C:8]1[N:9]=[N:10][N:11]([CH3:13])[N:12]=1.[C:48](Cl)(=[O:52])[C:49](Cl)=O.C[N:55](C=O)C. (2) Reactant: [Cl:1][C:2]1[CH:10]=[C:9]2[C:5]([C:6]([CH2:19][CH:20]([CH3:22])[CH3:21])=[CH:7][N:8]2[C:11]2[S:12][CH:13]=[C:14]([C:16]([OH:18])=O)[N:15]=2)=[CH:4][CH:3]=1.ON1C2C=[CH:30][CH:31]=[CH:32][C:27]=2[N:26]=N1.CCN=C=NCCCN(C)C.N1CCCC1. Product: [Cl:1][C:2]1[CH:10]=[C:9]2[C:5]([C:6]([CH2:19][CH:20]([CH3:22])[CH3:21])=[CH:7][N:8]2[C:11]2[S:12][CH:13]=[C:14]([C:16]([N:26]3[CH2:27][CH2:32][CH2:31][CH2:30]3)=[O:18])[N:15]=2)=[CH:4][CH:3]=1. The catalyst class is: 363. (3) Reactant: [NH2:1][C:2]1[CH:7]=[C:6]([CH3:8])[CH:5]=[C:4]([CH3:9])[N:3]=1.[C:10]([N:17]1C=CN=C1)([N:12]1[CH:16]=[CH:15][N:14]=[CH:13]1)=[S:11]. Product: [NH:1]=[C:2]1[CH:7]=[C:6]([CH3:8])[CH:5]=[C:4]([CH3:9])[N:3]1[NH:17][C:10]([N:12]1[CH:16]=[CH:15][N:14]=[CH:13]1)=[S:11]. The catalyst class is: 22. (4) Reactant: Br[C:2]1[CH:9]=[CH:8][C:5]([C:6]#[N:7])=[C:4]([NH:10][C@H:11]2[CH2:15][CH2:14][O:13][CH2:12]2)[CH:3]=1.[CH3:16][C:17]1[C:25]2[C:24](=[O:26])[CH2:23][C:22]([CH3:28])([CH3:27])[CH2:21][C:20]=2[NH:19][CH:18]=1.C([O-])([O-])=O.[K+].[K+]. Product: [O:13]1[CH2:14][CH2:15][C@H:11]([NH:10][C:4]2[CH:3]=[C:2]([N:19]3[C:20]4[CH2:21][C:22]([CH3:27])([CH3:28])[CH2:23][C:24](=[O:26])[C:25]=4[C:17]([CH3:16])=[CH:18]3)[CH:9]=[CH:8][C:5]=2[C:6]#[N:7])[CH2:12]1. The catalyst class is: 12. (5) Reactant: [NH2:1][C:2]1[CH:7]=[CH:6][CH:5]=[CH:4][C:3]=1[C:8]([OH:17])([C:13]([F:16])([F:15])[F:14])[C:9]([F:12])([F:11])[F:10].Cl[C:19](Cl)([O:21]C(=O)OC(Cl)(Cl)Cl)Cl. Product: [F:16][C:13]([F:14])([F:15])[C:8]1([C:9]([F:10])([F:11])[F:12])[C:3]2[CH:4]=[CH:5][CH:6]=[CH:7][C:2]=2[NH:1][C:19](=[O:21])[O:17]1. The catalyst class is: 1. (6) Product: [CH2:1]([C@@H:3]1[CH2:4][CH2:5][C@H:6]([O:9][C:10]2[C:11]([C:22]([F:23])([F:24])[F:25])=[C:12]3[C:17](=[CH:18][CH:19]=2)[CH:16]=[C:15]([CH:20]([OH:21])[CH3:27])[CH:14]=[CH:13]3)[CH2:7][CH2:8]1)[CH3:2]. Reactant: [CH2:1]([C@@H:3]1[CH2:8][CH2:7][C@H:6]([O:9][C:10]2[C:11]([C:22]([F:25])([F:24])[F:23])=[C:12]3[C:17](=[CH:18][CH:19]=2)[CH:16]=[C:15]([CH:20]=[O:21])[CH:14]=[CH:13]3)[CH2:5][CH2:4]1)[CH3:2].O1CCC[CH2:27]1.CC(C)=O.C(=O)=O.C[Mg]Br. The catalyst class is: 247. (7) Product: [CH2:24]([N:10]1[C:11]2[C:16](=[CH:15][C:14]([Br:17])=[CH:13][CH:12]=2)[C:8]([CH2:1][C:2]2[CH:3]=[CH:4][CH:5]=[CH:6][CH:7]=2)=[C:9]1[C:18]1[CH:23]=[CH:22][CH:21]=[CH:20][CH:19]=1)[C:25]1[CH:30]=[CH:29][CH:28]=[CH:27][CH:26]=1. Reactant: [CH2:1]([C:8]1[C:16]2[C:11](=[CH:12][CH:13]=[C:14]([Br:17])[CH:15]=2)[NH:10][C:9]=1[C:18]1[CH:23]=[CH:22][CH:21]=[CH:20][CH:19]=1)[C:2]1[CH:7]=[CH:6][CH:5]=[CH:4][CH:3]=1.[CH2:24](Br)[C:25]1[CH:30]=[CH:29][CH:28]=[CH:27][CH:26]=1. The catalyst class is: 3.